From a dataset of Protein-peptide binding for MDM2, ACE2, and 12ca5 with 34 validated binders. Binary Classification. Given protein and peptide amino acid sequences, predict whether they interact or not. The protein target is MDM2 with sequence MCNTNMSVPTDGAVTTSQIPASEQETLVRPKPLLLKLLKSVGAQKDTYTMKEVLFYLGQYIMTKRLYDEKQQHIVYCSNDLLGDLFGVPSFSVKEHRKIYTMIYRNLVVVNQQESSDSGTSVSENRCHLEGGSDQKDLVQELQEEKPSSSHLVSRPSTSSRRRAISETEENSDELSGERQRKRHKSDSISLSFDESLALCVIREICCERSSSSESTGTPSNPDLDAGVSEHSGDWLDQDSVSDQFSVEFEVESLDSEDYSLSEEGQELSDEDDEVYQVTVYQAGESDTDSFEEDPEISLADYWKCTSCNEMNPPLPSHCNRCWALRENWLPEDKGKDKGEISEKAKLENSTQAEEGFDVPDCKKTIVNDSRESCVEENDDKITQASQSQESEDYSQPSTSSSIIYSSQEDVKEFEREETQDKEESVESSLPLNAIEPCVICQGRPKNGCIVHGKTGHLMACFTCAKKLKKRNKPCPVCRQPIQMIVLTYFP. The peptide is LTFEHYWAQMTSK.